Predict the reactants needed to synthesize the given product. From a dataset of Full USPTO retrosynthesis dataset with 1.9M reactions from patents (1976-2016). (1) Given the product [N:22]1([C:19]2[CH:18]=[CH:17][C:16]([NH:15][C:13]3[N:12]=[CH:11][C:10]([CH2:34][C:35]([NH2:37])=[O:36])=[C:9]([NH:8][CH2:7][C:3]4[CH:2]=[N:1][CH:6]=[CH:5][CH:4]=4)[CH:14]=3)=[CH:21][CH:20]=2)[CH2:23][CH2:24][NH:25][CH2:26][CH2:27]1, predict the reactants needed to synthesize it. The reactants are: [N:1]1[CH:6]=[CH:5][CH:4]=[C:3]([CH2:7][NH:8][C:9]2[CH:14]=[C:13]([NH:15][C:16]3[CH:21]=[CH:20][C:19]([N:22]4[CH2:27][CH2:26][N:25](C(=O)C(F)(F)F)[CH2:24][CH2:23]4)=[CH:18][CH:17]=3)[N:12]=[CH:11][C:10]=2[CH2:34][C:35]([NH2:37])=[O:36])[CH:2]=1. (2) Given the product [Br:1][C:2]1[CH:3]=[CH:4][C:5]([N:8]2[CH2:12][C@@H:11]([N:13]([CH2:16][C:17]3[CH:26]=[CH:25][C:22]([O:23][CH3:24])=[C:19]([O:20][CH3:21])[CH:18]=3)[CH3:14])[C@H:10]([OH:15])[CH2:9]2)=[N:6][CH:7]=1, predict the reactants needed to synthesize it. The reactants are: [Br:1][C:2]1[CH:3]=[CH:4][C:5]([N:8]2[CH2:12][CH:11]([NH:13][CH3:14])[CH:10]([OH:15])[CH2:9]2)=[N:6][CH:7]=1.[CH:16](=O)[C:17]1[CH:26]=[CH:25][C:22]([O:23][CH3:24])=[C:19]([O:20][CH3:21])[CH:18]=1.C(O[BH-](OC(=O)C)OC(=O)C)(=O)C.[Na+]. (3) Given the product [Cl:1][C:2]1[C:3]([OH:12])=[C:4]([CH:8]=[C:9]([OH:11])[CH:10]=1)[C:5]([O:7][CH3:18])=[O:6], predict the reactants needed to synthesize it. The reactants are: [Cl:1][C:2]1[C:3]([OH:12])=[C:4]([CH:8]=[C:9]([OH:11])[CH:10]=1)[C:5]([OH:7])=[O:6].S(=O)(=O)(O)O.[CH3:18]O.